The task is: Predict the reactants needed to synthesize the given product.. This data is from Full USPTO retrosynthesis dataset with 1.9M reactions from patents (1976-2016). (1) Given the product [C:2]1([CH3:8])[CH:3]=[CH:4][CH:5]=[C:6]([O:7][C@H:29]([CH3:34])[C:30]([O:32][CH3:33])=[O:31])[CH:1]=1, predict the reactants needed to synthesize it. The reactants are: [CH:1]1[C:6]([OH:7])=[CH:5][CH:4]=[CH:3][C:2]=1[CH3:8].C1(P(C2C=CC=CC=2)C2C=CC=CC=2)C=CC=CC=1.O[C@@H:29]([CH3:34])[C:30]([O:32][CH3:33])=[O:31].CC(OC(/N=N/C(OC(C)C)=O)=O)C. (2) Given the product [C:1]([O:5][C:6](=[O:22])[NH:7][C@@H:8]1[CH2:13][C@@H:12]([CH3:14])[CH2:11][NH:10][CH2:9]1)([CH3:4])([CH3:2])[CH3:3], predict the reactants needed to synthesize it. The reactants are: [C:1]([O:5][C:6](=[O:22])[NH:7][C@@H:8]1[CH2:13][C@@H:12]([CH3:14])[CH2:11][N:10](CC2C=CC=CC=2)[CH2:9]1)([CH3:4])([CH3:3])[CH3:2].